From a dataset of Forward reaction prediction with 1.9M reactions from USPTO patents (1976-2016). Predict the product of the given reaction. (1) The product is: [Cl:1][C:2]1[CH:7]=[CH:6][C:5]([CH2:8][CH:9]([C:20]2[N:25]3[C:26]([F:43])=[CH:27][C:28]([C:30]4[CH:35]=[CH:34][N:33]=[C:32]([NH:36][C:37]5[N:38]([CH3:42])[N:39]=[CH:40][CH:41]=5)[N:31]=4)=[CH:29][C:24]3=[N:23][N:22]=2)[CH2:10][N:11]([CH3:19])[C:12](=[O:18])[O:13][C:14]([CH3:17])([CH3:16])[CH3:15])=[CH:4][C:3]=1[F:44]. Given the reactants [Cl:1][C:2]1[CH:7]=[CH:6][C:5]([CH2:8][CH:9]([C:20]([NH:22][NH:23][C:24]2[CH:29]=[C:28]([C:30]3[CH:35]=[CH:34][N:33]=[C:32]([NH:36][C:37]4[N:38]([CH3:42])[N:39]=[CH:40][CH:41]=4)[N:31]=3)[CH:27]=[C:26]([F:43])[N:25]=2)=O)[CH2:10][N:11]([CH3:19])[C:12](=[O:18])[O:13][C:14]([CH3:17])([CH3:16])[CH3:15])=[CH:4][C:3]=1[F:44].BrBr.CCN(C(C)C)C(C)C, predict the reaction product. (2) Given the reactants [O:1]1[C:5]2([CH2:10][CH2:9][NH:8][CH2:7][CH2:6]2)[O:4][CH2:3][CH2:2]1.Cl[CH2:12][C@H:13]([OH:17])[CH2:14][C:15]#[N:16].C(=O)([O-])O.[Na+], predict the reaction product. The product is: [O:1]1[C:5]2([CH2:10][CH2:9][N:8]([CH2:12][CH:13]([OH:17])[CH2:14][C:15]#[N:16])[CH2:7][CH2:6]2)[O:4][CH2:3][CH2:2]1. (3) Given the reactants [CH3:1][N:2]([CH:10]1[CH2:15][CH2:14][N:13]([CH3:16])[CH2:12][CH2:11]1)[C:3]1[CH:8]=[CH:7][CH:6]=[C:5]([NH2:9])[N:4]=1.[Cl:17][C:18]1[CH:26]=[C:25]([F:27])[CH:24]=[CH:23][C:19]=1[C:20](Cl)=[O:21], predict the reaction product. The product is: [ClH:17].[Cl:17][C:18]1[CH:26]=[C:25]([F:27])[CH:24]=[CH:23][C:19]=1[C:20]([NH:9][C:5]1[CH:6]=[CH:7][CH:8]=[C:3]([N:2]([CH3:1])[CH:10]2[CH2:15][CH2:14][N:13]([CH3:16])[CH2:12][CH2:11]2)[N:4]=1)=[O:21]. (4) Given the reactants [F:1][C:2]1[CH:3]=[C:4]([C:9]2([OH:14])[CH2:13][CH2:12][NH:11][CH2:10]2)[CH:5]=[CH:6][C:7]=1[F:8].C=O.[C:17](O)(=O)/C=C/C(O)=O, predict the reaction product. The product is: [F:1][C:2]1[CH:3]=[C:4]([C:9]2([OH:14])[CH2:13][CH2:12][N:11]([CH3:17])[CH2:10]2)[CH:5]=[CH:6][C:7]=1[F:8]. (5) Given the reactants C1(S([N:10]2[C:14]3=[N:15][CH:16]=[C:17]([CH:19]4[CH2:23][O:22][C:21]([CH3:25])([CH3:24])[O:20]4)[CH:18]=[C:13]3[CH:12]=[C:11]2[C:26]([C:33]2[CH:38]=[CH:37][C:36]([S:39]([CH3:42])(=[O:41])=[O:40])=[CH:35][CH:34]=2)=[CH:27][CH:28]2[CH2:32][CH2:31][CH2:30][CH2:29]2)(=O)=O)C=CC=CC=1.C(O)C.[OH-].[Na+].Cl, predict the reaction product. The product is: [CH:28]1([CH:27]=[C:26]([C:11]2[NH:10][C:14]3=[N:15][CH:16]=[C:17]([CH:19]4[CH2:23][O:22][C:21]([CH3:24])([CH3:25])[O:20]4)[CH:18]=[C:13]3[CH:12]=2)[C:33]2[CH:38]=[CH:37][C:36]([S:39]([CH3:42])(=[O:41])=[O:40])=[CH:35][CH:34]=2)[CH2:32][CH2:31][CH2:30][CH2:29]1. (6) Given the reactants [NH2:1][C:2]1[N:6]([C@@H:7]2[CH2:12][CH2:11][C@H:10]([C:13]([NH:15][CH:16]([CH3:18])[CH3:17])=[O:14])[CH2:9][CH2:8]2)[C:5]2[CH:19]=[C:20]([O:23][CH2:24][C:25]3[CH:30]=[CH:29][C:28]([O:31][CH3:32])=[CH:27][CH:26]=3)[CH:21]=[CH:22][C:4]=2[N:3]=1.[F:33][C:34]1[CH:42]=[CH:41][C:37]([C:38](Cl)=[O:39])=[CH:36][CH:35]=1, predict the reaction product. The product is: [F:33][C:34]1[CH:42]=[CH:41][C:37]([C:38]([N:1]([C:38](=[O:39])[C:37]2[CH:41]=[CH:42][C:34]([F:33])=[CH:35][CH:36]=2)[C:2]2[N:6]([C@H:7]3[CH2:12][CH2:11][C@@H:10]([C:13](=[O:14])[NH:15][CH:16]([CH3:18])[CH3:17])[CH2:9][CH2:8]3)[C:5]3[CH:19]=[C:20]([O:23][CH2:24][C:25]4[CH:30]=[CH:29][C:28]([O:31][CH3:32])=[CH:27][CH:26]=4)[CH:21]=[CH:22][C:4]=3[N:3]=2)=[O:39])=[CH:36][CH:35]=1. (7) Given the reactants [N:1]1[CH:6]=[CH:5][CH:4]=[CH:3][C:2]=1[C:7]1[CH:8]=[N:9][NH:10][C:11]=1[NH2:12].[C:13]([N:16]1[C:24]2[C:19](=[CH:20][C:21]([C:25](=O)[CH2:26][C:27](OCC)=[O:28])=[CH:22][CH:23]=2)[C:18]([CH3:33])=[N:17]1)(=[O:15])[CH3:14].CC1C=CC(S(O)(=O)=O)=CC=1, predict the reaction product. The product is: [C:13]([N:16]1[C:24]2[C:19](=[CH:20][C:21]([C:25]3[NH:12][C:11]4[N:10]([N:9]=[CH:8][C:7]=4[C:2]4[CH:3]=[CH:4][CH:5]=[CH:6][N:1]=4)[C:27](=[O:28])[CH:26]=3)=[CH:22][CH:23]=2)[C:18]([CH3:33])=[N:17]1)(=[O:15])[CH3:14].